This data is from Peptide-MHC class II binding affinity with 134,281 pairs from IEDB. The task is: Regression. Given a peptide amino acid sequence and an MHC pseudo amino acid sequence, predict their binding affinity value. This is MHC class II binding data. The peptide sequence is IPSIIHEALNIALIA. The MHC is DRB1_0802 with pseudo-sequence DRB1_0802. The binding affinity (normalized) is 0.281.